Dataset: Forward reaction prediction with 1.9M reactions from USPTO patents (1976-2016). Task: Predict the product of the given reaction. Given the reactants S(Cl)([Cl:3])=O.[CH3:5][O:6][C:7]1[CH:8]=[C:9]([CH:13]=[CH:14][C:15]=1[N+:16]([O-:18])=[O:17])[C:10](O)=[O:11], predict the reaction product. The product is: [CH3:5][O:6][C:7]1[CH:8]=[C:9]([CH:13]=[CH:14][C:15]=1[N+:16]([O-:18])=[O:17])[C:10]([Cl:3])=[O:11].